Dataset: Catalyst prediction with 721,799 reactions and 888 catalyst types from USPTO. Task: Predict which catalyst facilitates the given reaction. (1) The catalyst class is: 13. Reactant: COC(=O)[CH2:4][C:5]([C:7]1[CH:12]=[CH:11][C:10]([Cl:13])=[CH:9][CH:8]=1)=[O:6].CN(C)C(=O)C.Cl.C(N(CC)CC)C.O.C(=O)(O)[O-].[Na+]. Product: [Cl:13][C:10]1[CH:11]=[CH:12][C:7]([C:5](=[O:6])[CH3:4])=[CH:8][CH:9]=1. (2) Reactant: CN(C(ON1N=NC2C=CC=CC1=2)=[N+](C)C)C.F[P-](F)(F)(F)(F)F.[N+:25]([C:28]1[CH:29]=[C:30]([CH2:34][C:35]([OH:37])=O)[CH:31]=[CH:32][CH:33]=1)([O-:27])=[O:26].[C:38]([O:42][C:43]([N:45]1[CH2:49][C@@H:48]([CH2:50][N:51]([CH:68]([CH3:70])[CH3:69])[C:52](=[O:67])[C:53]2[CH:58]=[CH:57][C:56]([O:59][CH3:60])=[C:55]([O:61][CH2:62][CH2:63][CH2:64][O:65][CH3:66])[CH:54]=2)[C@H:47]([CH2:71][NH:72][CH:73]2[CH2:75][CH2:74]2)[CH2:46]1)=[O:44])([CH3:41])([CH3:40])[CH3:39].C(N(CC)CC)C.C([O-])(O)=O.[Na+]. Product: [C:38]([O:42][C:43]([N:45]1[CH2:49][C@@H:48]([CH2:50][N:51]([CH:68]([CH3:69])[CH3:70])[C:52](=[O:67])[C:53]2[CH:58]=[CH:57][C:56]([O:59][CH3:60])=[C:55]([O:61][CH2:62][CH2:63][CH2:64][O:65][CH3:66])[CH:54]=2)[C@H:47]([CH2:71][N:72]([CH:73]2[CH2:74][CH2:75]2)[C:35](=[O:37])[CH2:34][C:30]2[CH:31]=[CH:32][CH:33]=[C:28]([N+:25]([O-:27])=[O:26])[CH:29]=2)[CH2:46]1)=[O:44])([CH3:40])([CH3:41])[CH3:39]. The catalyst class is: 23. (3) Reactant: [C:1]([O:5][C:6]([N:8]1[CH2:13][C@H:12]([CH2:14][OH:15])[NH:11][CH2:10][C@H:9]1[CH3:16])=[O:7])([CH3:4])([CH3:3])[CH3:2].[CH:17](=O)[C:18]1[CH:23]=[CH:22][CH:21]=[CH:20][CH:19]=1.C(O[BH-](OC(=O)C)OC(=O)C)(=O)C.[Na+]. Product: [C:1]([O:5][C:6]([N:8]1[CH2:13][C@H:12]([CH2:14][OH:15])[N:11]([CH2:17][C:18]2[CH:23]=[CH:22][CH:21]=[CH:20][CH:19]=2)[CH2:10][C@H:9]1[CH3:16])=[O:7])([CH3:4])([CH3:3])[CH3:2]. The catalyst class is: 26. (4) Reactant: [F:1][C:2]1[CH:7]=[CH:6][C:5]([I:8])=[CH:4][C:3]=1[N:9]1[CH:14]=[C:13]([O:15][CH3:16])[C:12](=[O:17])[C:11]([C:18]([OH:20])=O)=[N:10]1.C1N=CN(C([N:28]2[CH:32]=NC=C2)=O)C=1.CN([CH:36]=[O:37])C.CCN(C(C)C)C(C)C. Product: [F:1][C:2]1[CH:7]=[CH:6][C:5]([I:8])=[CH:4][C:3]=1[N:9]1[CH:14]=[C:13]([O:15][CH3:16])[C:12](=[O:17])[C:11]([C:18]([N:28]([O:37][CH3:36])[CH3:32])=[O:20])=[N:10]1. The catalyst class is: 1. (5) Product: [Cl:8][C:9]1[CH:17]=[CH:16][C:12]([C:13](=[O:14])[NH:58][CH2:59][C:60]2[CH:65]=[CH:64][N:63]=[CH:62][CH:61]=2)=[CH:11][C:10]=1[NH:18][C:19]([C:21]1[C:32](=[O:33])[NH:31][C:24]2[N:25]=[C:26]([O:29][CH3:30])[N:27]=[CH:28][C:23]=2[CH:22]=1)=[O:20]. Reactant: C(N(CC)CC)C.[Cl:8][C:9]1[CH:17]=[CH:16][C:12]([C:13](O)=[O:14])=[CH:11][C:10]=1[NH:18][C:19]([C:21]1[C:32](=[O:33])[NH:31][C:24]2[N:25]=[C:26]([O:29][CH3:30])[N:27]=[CH:28][C:23]=2[CH:22]=1)=[O:20].CN(C(ON1N=NC2C=CC=NC1=2)=[N+](C)C)C.F[P-](F)(F)(F)(F)F.[NH2:58][CH2:59][C:60]1[CH:65]=[CH:64][N:63]=[CH:62][CH:61]=1. The catalyst class is: 3.